This data is from Catalyst prediction with 721,799 reactions and 888 catalyst types from USPTO. The task is: Predict which catalyst facilitates the given reaction. (1) Reactant: Cl.[F:2][C:3]([F:8])([F:7])[C@@H:4]([NH2:6])[CH3:5].[Br:9][C:10]1[CH:18]=[CH:17][C:13]([C:14](O)=[O:15])=[CH:12][C:11]=1[F:19].C(N(CC)C(C)C)(C)C.C([O-])(O)=O.[Na+]. Product: [Br:9][C:10]1[CH:18]=[CH:17][C:13]([C:14]([NH:6][C@@H:4]([CH3:5])[C:3]([F:8])([F:7])[F:2])=[O:15])=[CH:12][C:11]=1[F:19]. The catalyst class is: 2. (2) Reactant: [CH2:1]([O:3][C:4]([N:6]1[CH2:11][CH2:10][CH:9]([NH:12][C:13]2[O:14][C:15]3[CH:21]=[CH:20][C:19]([N+:22]([O-])=O)=[CH:18][C:16]=3[N:17]=2)[CH2:8][CH2:7]1)=[O:5])[CH3:2].[H][H]. Product: [CH2:1]([O:3][C:4]([N:6]1[CH2:7][CH2:8][CH:9]([NH:12][C:13]2[O:14][C:15]3[CH:21]=[CH:20][C:19]([NH2:22])=[CH:18][C:16]=3[N:17]=2)[CH2:10][CH2:11]1)=[O:5])[CH3:2]. The catalyst class is: 29. (3) Reactant: [NH2:1][CH:2]([C:5]1[CH:10]=[CH:9][C:8]([O:11][C:12]([F:15])([F:14])[F:13])=[C:7]([F:16])[CH:6]=1)[C:3]#[N:4].[C:17](O[C:17]([O:19][C:20]([CH3:23])([CH3:22])[CH3:21])=[O:18])([O:19][C:20]([CH3:23])([CH3:22])[CH3:21])=[O:18].C(N(CC)CC)C.O. Product: [C:20]([O:19][C:17](=[O:18])[NH:1][CH:2]([C:3]#[N:4])[C:5]1[CH:10]=[CH:9][C:8]([O:11][C:12]([F:13])([F:14])[F:15])=[C:7]([F:16])[CH:6]=1)([CH3:23])([CH3:22])[CH3:21]. The catalyst class is: 7. (4) Reactant: [F:1][C:2]1[CH:7]=[C:6]([N+:8]([O-:10])=[O:9])[CH:5]=[CH:4][C:3]=1[CH2:11][CH2:12][CH2:13][C:14]([O:16]C)=[O:15].[OH-].[Na+]. Product: [F:1][C:2]1[CH:7]=[C:6]([N+:8]([O-:10])=[O:9])[CH:5]=[CH:4][C:3]=1[CH2:11][CH2:12][CH2:13][C:14]([OH:16])=[O:15]. The catalyst class is: 24. (5) Reactant: [CH3:1][O:2][C:3]1[CH:8]=[CH:7][C:6]([C:9]2[C:13]3[C:14]([O:18][CH2:19][CH2:20][CH2:21][CH2:22][CH2:23][C:24]([O:26]CC)=[O:25])=[CH:15][CH:16]=[CH:17][C:12]=3[O:11][C:10]=2[C:29]2[CH:34]=[CH:33][CH:32]=[CH:31][CH:30]=2)=[CH:5][CH:4]=1.[OH-].[Na+].Cl. Product: [CH3:1][O:2][C:3]1[CH:4]=[CH:5][C:6]([C:9]2[C:13]3[C:14]([O:18][CH2:19][CH2:20][CH2:21][CH2:22][CH2:23][C:24]([OH:26])=[O:25])=[CH:15][CH:16]=[CH:17][C:12]=3[O:11][C:10]=2[C:29]2[CH:30]=[CH:31][CH:32]=[CH:33][CH:34]=2)=[CH:7][CH:8]=1. The catalyst class is: 8. (6) Reactant: [F:1][C:2]1[CH:7]=[CH:6][C:5]([C:8]2[CH2:9][CH2:10][N:11]([C:14]([O:16][C:17]([CH3:20])([CH3:19])[CH3:18])=[O:15])[CH2:12][CH:13]=2)=[CH:4][C:3]=1[N+:21]([O-])=O.[H][H]. Product: [C:17]([O:16][C:14]([N:11]1[CH2:10][CH2:9][CH:8]([C:5]2[CH:6]=[CH:7][C:2]([F:1])=[C:3]([NH2:21])[CH:4]=2)[CH2:13][CH2:12]1)=[O:15])([CH3:20])([CH3:18])[CH3:19]. The catalyst class is: 407. (7) Reactant: [N:1]([C@@H:4]1[C@@H:8]([CH2:9][OH:10])[O:7][C@@H:6]([N:11]2[C:21]3[N:20]=[C:18](N)[NH:17][C:15](=O)[C:14]=3[N:13]=[CH:12]2)[C@@H:5]1[OH:22])=[N+:2]=[N-:3].[Cl-].[C:24](Cl)(=[O:31])[C:25]1[CH:30]=[CH:29][CH:28]=[CH:27][CH:26]=1.[OH-].[NH4+:34]. The catalyst class is: 228. Product: [N:1]([C@@H:4]1[C@@H:8]([CH2:9][OH:10])[O:7][C@@H:6]([N:11]2[C:21]3[N:20]=[CH:18][N:17]=[C:15]([NH2:34])[C:14]=3[N:13]=[CH:12]2)[C@@H:5]1[OH:22])=[N+:2]=[N-:3].[N:1]([C@@H:4]1[C@@H:8]([CH2:9][OH:10])[O:7][C@@H:6]([N:11]2[C:21]3[N:20]=[CH:18][N:17]=[C:15]([NH:34][C:24](=[O:31])[C:25]4[CH:30]=[CH:29][CH:28]=[CH:27][CH:26]=4)[C:14]=3[N:13]=[CH:12]2)[C@@H:5]1[OH:22])=[N+:2]=[N-:3].